Dataset: NCI-60 drug combinations with 297,098 pairs across 59 cell lines. Task: Regression. Given two drug SMILES strings and cell line genomic features, predict the synergy score measuring deviation from expected non-interaction effect. (1) Drug 1: CCC1(CC2CC(C3=C(CCN(C2)C1)C4=CC=CC=C4N3)(C5=C(C=C6C(=C5)C78CCN9C7C(C=CC9)(C(C(C8N6C=O)(C(=O)OC)O)OC(=O)C)CC)OC)C(=O)OC)O.OS(=O)(=O)O. Drug 2: C1C(C(OC1N2C=NC(=NC2=O)N)CO)O. Cell line: NCI-H460. Synergy scores: CSS=11.6, Synergy_ZIP=-2.57, Synergy_Bliss=1.22, Synergy_Loewe=2.51, Synergy_HSA=2.77. (2) Drug 1: CC(CN1CC(=O)NC(=O)C1)N2CC(=O)NC(=O)C2. Drug 2: CC1C(C(CC(O1)OC2CC(CC3=C2C(=C4C(=C3O)C(=O)C5=CC=CC=C5C4=O)O)(C(=O)C)O)N)O. Cell line: SW-620. Synergy scores: CSS=39.3, Synergy_ZIP=-9.47, Synergy_Bliss=-11.4, Synergy_Loewe=-8.16, Synergy_HSA=-6.30. (3) Drug 1: CC1=C2C(C(=O)C3(C(CC4C(C3C(C(C2(C)C)(CC1OC(=O)C(C(C5=CC=CC=C5)NC(=O)OC(C)(C)C)O)O)OC(=O)C6=CC=CC=C6)(CO4)OC(=O)C)OC)C)OC. Drug 2: CC1C(C(CC(O1)OC2CC(CC3=C2C(=C4C(=C3O)C(=O)C5=CC=CC=C5C4=O)O)(C(=O)C)O)N)O. Cell line: 786-0. Synergy scores: CSS=35.3, Synergy_ZIP=-5.34, Synergy_Bliss=-8.73, Synergy_Loewe=-14.8, Synergy_HSA=-4.78. (4) Drug 2: COC1=NC(=NC2=C1N=CN2C3C(C(C(O3)CO)O)O)N. Synergy scores: CSS=10.6, Synergy_ZIP=-2.69, Synergy_Bliss=-9.56, Synergy_Loewe=-34.0, Synergy_HSA=-11.7. Cell line: HCC-2998. Drug 1: C1C(C(OC1N2C=C(C(=O)NC2=O)F)CO)O. (5) Synergy scores: CSS=10.1, Synergy_ZIP=-8.35, Synergy_Bliss=-9.93, Synergy_Loewe=-57.0, Synergy_HSA=-9.66. Cell line: NCI-H522. Drug 2: CC1=C(C(=O)C2=C(C1=O)N3CC4C(C3(C2COC(=O)N)OC)N4)N. Drug 1: CC1=C(C=C(C=C1)NC2=NC=CC(=N2)N(C)C3=CC4=NN(C(=C4C=C3)C)C)S(=O)(=O)N.Cl.